This data is from Catalyst prediction with 721,799 reactions and 888 catalyst types from USPTO. The task is: Predict which catalyst facilitates the given reaction. (1) Reactant: [CH3:1][O:2][C:3]([C:5]1[CH:9]=[C:8](Br)[S:7][C:6]=1[CH3:11])=[O:4].C([Mg]Br)(C)C.[C:17]([O:21][C:22]([N:24]1[CH2:28][CH2:27][CH2:26][C:25]1=[O:29])=[O:23])([CH3:20])([CH3:19])[CH3:18].[B-].[Na+].[Cl-].[NH4+]. Product: [CH3:1][O:2][C:3]([C:5]1[CH:9]=[C:8]([CH:25]([OH:29])[CH2:26][CH2:27][CH2:28][NH:24][C:22]([O:21][C:17]([CH3:19])([CH3:18])[CH3:20])=[O:23])[S:7][C:6]=1[CH3:11])=[O:4]. The catalyst class is: 83. (2) Reactant: [NH:1]([C:6]([O:8][C:9]([CH3:12])([CH3:11])[CH3:10])=[O:7])[CH2:2][C:3]([OH:5])=[O:4].O[N:14]1[C:19](=[O:20])[CH2:18][CH2:17][C:15]1=[O:16]. Product: [NH:1]([C:6]([O:8][C:9]([CH3:12])([CH3:11])[CH3:10])=[O:7])[CH2:2][C:3]([O:5][N:14]1[C:19](=[O:20])[CH2:18][CH2:17][C:15]1=[O:16])=[O:4]. The catalyst class is: 22. (3) Reactant: [CH3:1][C:2]1[O:6][C:5]([C:7]([F:10])([F:9])[F:8])=[C:4]([C:11]([OH:13])=O)[CH:3]=1.C(Cl)(=O)C(Cl)=O.[NH2:20][C:21]1[CH:22]=[C:23]([CH:40]=[CH:41][CH:42]=1)[O:24][C:25]1[CH:26]=[CH:27][C:28]2[N:29]([CH:31]=[C:32]([NH:34][C:35]([CH:37]3[CH2:39][CH2:38]3)=[O:36])[N:33]=2)[N:30]=1.C(N(CC)CC)C. Product: [CH:37]1([C:35]([NH:34][C:32]2[N:33]=[C:28]3[CH:27]=[CH:26][C:25]([O:24][C:23]4[CH:22]=[C:21]([NH:20][C:11]([C:4]5[CH:3]=[C:2]([CH3:1])[O:6][C:5]=5[C:7]([F:8])([F:9])[F:10])=[O:13])[CH:42]=[CH:41][CH:40]=4)=[N:30][N:29]3[CH:31]=2)=[O:36])[CH2:38][CH2:39]1. The catalyst class is: 348. (4) The catalyst class is: 114. Product: [CH2:1]([N:3]1[C:7]([C:8]2[CH:9]=[N:10][N:11]3[C:26](=[O:27])[CH:25]=[C:24]([C:20]4[CH:19]=[C:18]5[C:23](=[CH:22][CH:21]=4)[N:15]([CH3:14])[N:16]=[CH:17]5)[NH:13][C:12]=23)=[CH:6][CH:5]=[N:4]1)[CH3:2]. Reactant: [CH2:1]([N:3]1[C:7]([C:8]2[CH:9]=[N:10][NH:11][C:12]=2[NH2:13])=[CH:6][CH:5]=[N:4]1)[CH3:2].[CH3:14][N:15]1[C:23]2[C:18](=[CH:19][C:20]([C:24](=O)[CH2:25][C:26](OCC)=[O:27])=[CH:21][CH:22]=2)[CH:17]=[N:16]1.CC1C=CC(S(O)(=O)=O)=CC=1. (5) Reactant: O=[C:2]([CH2:7][C:8](=[O:20])[C:9]1[CH:14]=[CH:13][C:12]([O:15][C:16]([F:19])([F:18])[F:17])=[CH:11][CH:10]=1)[C:3]([O:5][CH3:6])=[O:4].[NH2:21]O.Cl. Product: [F:17][C:16]([F:19])([F:18])[O:15][C:12]1[CH:13]=[CH:14][C:9]([C:8]2[O:20][N:21]=[C:2]([C:3]([O:5][CH3:6])=[O:4])[CH:7]=2)=[CH:10][CH:11]=1. The catalyst class is: 5. (6) Reactant: C(NC(C)C)(C)C.[Li]CCCC.[F:13][C:14]1[CH:19]=[CH:18][C:17]([O:20][CH3:21])=[CH:16][C:15]=1[F:22].CN([CH:26]=[O:27])C. Product: [F:22][C:15]1[C:14]([F:13])=[CH:19][CH:18]=[C:17]([O:20][CH3:21])[C:16]=1[CH:26]=[O:27]. The catalyst class is: 20.